The task is: Predict the reaction yield, written as a fraction of the theoretical maximum amount of product (1.0 means a 100% yield; for example, 0.34 means a 34% yield).. This data is from Reaction yield outcomes from USPTO patents with 853,638 reactions. (1) The reactants are [CH3:1][N:2]1[CH2:7][CH2:6][N:5]([C:8]2[N:13]3[C:14]([CH:30]=[O:31])=[C:15]([CH2:17][N:18]([CH3:29])[C@@H:19]4[C:28]5[N:27]=[CH:26][CH:25]=[CH:24][C:23]=5[CH2:22][CH2:21][CH2:20]4)[N:16]=[C:12]3[CH:11]=[CH:10][CH:9]=2)[CH2:4][CH2:3]1.[CH3:32][Mg]Br. The catalyst is O1CCCC1.ClCCl. The product is [CH3:1][N:2]1[CH2:7][CH2:6][N:5]([C:8]2[N:13]3[C:14]([CH:30]([OH:31])[CH3:32])=[C:15]([CH2:17][N:18]([CH3:29])[C@@H:19]4[C:28]5[N:27]=[CH:26][CH:25]=[CH:24][C:23]=5[CH2:22][CH2:21][CH2:20]4)[N:16]=[C:12]3[CH:11]=[CH:10][CH:9]=2)[CH2:4][CH2:3]1. The yield is 0.560. (2) The catalyst is CCOCC. The yield is 0.280. The reactants are Cl[C:2]1[CH:3]=[CH:4][C:5]2[C:14]3[C:9](=[CH:10][N:11]=[CH:12][CH:13]=3)[C:8](=[O:15])[N:7]([CH3:16])[C:6]=2[CH:17]=1.[OH:18][CH2:19][C:20]([NH:26][C:27](=[O:33])[O:28][C:29]([CH3:32])([CH3:31])[CH3:30])([CH3:25])[CH2:21][CH:22]([CH3:24])[CH3:23]. The product is [C:29]([O:28][C:27](=[O:33])[NH:26][C:20]([CH3:25])([CH2:21][CH:22]([CH3:23])[CH3:24])[CH2:19][O:18][C:2]1[CH:3]=[CH:4][C:5]2[C:14]3[C:9](=[CH:10][N:11]=[CH:12][CH:13]=3)[C:8](=[O:15])[N:7]([CH3:16])[C:6]=2[CH:17]=1)([CH3:32])([CH3:31])[CH3:30]. (3) The reactants are F[C:2]1[C:9]([N+:10]([O-:12])=[O:11])=[CH:8][CH:7]=[CH:6][C:3]=1[C:4]#[N:5].[CH3:13][C:14]1[CH:15]=[C:16]([CH:18]=[C:19]([CH3:21])[CH:20]=1)[NH2:17].C(N(CC)C(C)C)(C)C. The catalyst is C1COCC1. The product is [CH3:13][C:14]1[CH:15]=[C:16]([NH:17][C:2]2[C:9]([N+:10]([O-:12])=[O:11])=[CH:8][CH:7]=[CH:6][C:3]=2[C:4]#[N:5])[CH:18]=[C:19]([CH3:21])[CH:20]=1. The yield is 0.960. (4) The reactants are [C:1]1([C:7]2[N:11]([CH2:12][C:13]([OH:15])=O)[C:10]3[CH:16]=[CH:17][CH:18]=[CH:19][C:9]=3[N:8]=2)[CH:6]=[CH:5][CH:4]=[CH:3][CH:2]=1.[C:20]([C:24]1[CH:25]=[C:26]([CH:28]=[C:29]([C:31]([CH3:34])([CH3:33])[CH3:32])[CH:30]=1)[NH2:27])([CH3:23])([CH3:22])[CH3:21].F[P-](F)(F)(F)(F)F.N1(OC(N(C)C)=[N+](C)C)C2N=CC=CC=2N=N1.C(N(CC)CC)C. The catalyst is C(#N)C. The product is [C:31]([C:29]1[CH:28]=[C:26]([NH:27][C:13](=[O:15])[CH2:12][N:11]2[C:10]3[CH:16]=[CH:17][CH:18]=[CH:19][C:9]=3[N:8]=[C:7]2[C:1]2[CH:2]=[CH:3][CH:4]=[CH:5][CH:6]=2)[CH:25]=[C:24]([C:20]([CH3:23])([CH3:22])[CH3:21])[CH:30]=1)([CH3:34])([CH3:33])[CH3:32]. The yield is 0.600. (5) The reactants are C(OC([N:8]1[CH2:13][CH2:12][N:11]([C:14]2[CH:15]=[N:16][C:17]([NH:20][C:21]3[N:22]=[CH:23][C:24]4[CH:30]=[C:29]([CH2:31][O:32]C(=O)C)[C:28](=[O:36])[N:27]([CH:37]5[CH2:41][CH2:40][CH2:39][CH2:38]5)[C:25]=4[N:26]=3)=[CH:18][CH:19]=2)[CH2:10][CH2:9]1)=O)(C)(C)C.C(Cl)(Cl)[Cl:43]. No catalyst specified. The product is [ClH:43].[CH:37]1([N:27]2[C:25]3[N:26]=[C:21]([NH:20][C:17]4[CH:18]=[CH:19][C:14]([N:11]5[CH2:10][CH2:9][NH:8][CH2:13][CH2:12]5)=[CH:15][N:16]=4)[N:22]=[CH:23][C:24]=3[CH:30]=[C:29]([CH2:31][OH:32])[C:28]2=[O:36])[CH2:38][CH2:39][CH2:40][CH2:41]1. The yield is 0.930. (6) The reactants are [C:1](O)([CH3:4])([CH3:3])[CH3:2].[OH:6][C:7]1[CH:15]=[C:14]([OH:16])[CH:13]=[CH:12][C:8]=1[C:9]([OH:11])=[O:10].FC(F)(F)C(O)=O.S(=O)(=O)(O)O. The catalyst is CCCCCC. The product is [C:1]([C:13]1[C:14]([OH:16])=[CH:15][C:7]([OH:6])=[C:8]([CH:12]=1)[C:9]([OH:11])=[O:10])([CH3:4])([CH3:3])[CH3:2]. The yield is 0.680. (7) The reactants are [CH2:1]([O:5][C:6]1[N:11]=[C:10](Cl)[CH:9]=[C:8]([N:13]2[CH2:18][CH2:17][O:16][CH2:15][CH2:14]2)[N:7]=1)[CH2:2][CH2:3][CH3:4].[NH2:19][NH2:20]. The catalyst is O1CCOCC1. The product is [CH2:1]([O:5][C:6]1[N:11]=[C:10]([NH:19][NH2:20])[CH:9]=[C:8]([N:13]2[CH2:18][CH2:17][O:16][CH2:15][CH2:14]2)[N:7]=1)[CH2:2][CH2:3][CH3:4]. The yield is 0.810. (8) The reactants are CC(C)([O-])C.[K+].[Cl-].[CH3:8][O:9][CH2:10][P+](C1C=CC=CC=1)(C1C=CC=CC=1)C1C=CC=CC=1.[F:30][C:31]([F:47])([F:46])[C:32]1[CH:37]=[CH:36][C:35]([C:38]2[CH:43]=[CH:42][C:41]([CH:44]=O)=[CH:40][CH:39]=2)=[CH:34][CH:33]=1.CCOC(C)=O.CCCCCC. The catalyst is C1COCC1. The product is [CH3:8][O:9][CH:10]=[CH:44][C:41]1[CH:42]=[CH:43][C:38]([C:35]2[CH:36]=[CH:37][C:32]([C:31]([F:47])([F:46])[F:30])=[CH:33][CH:34]=2)=[CH:39][CH:40]=1. The yield is 0.870. (9) The reactants are O[C:2]1[C:3]([C:11]2([CH2:27][OH:28])[C:19]3[C:14](=[CH:15][CH:16]=[CH:17][CH:18]=3)[N:13]([CH2:20][C:21]([O:23][CH2:24][CH3:25])=[O:22])[C:12]2=[O:26])=[CH:4][C:5]2[O:9][CH2:8][O:7][C:6]=2[CH:10]=1.C1(CCN2C3C(=CC=CC=3)C(C3C(O)=CC4OCOC=4C=3)(CO)C2=O)CC1. No catalyst specified. The product is [O:26]=[C:12]1[C:11]2([C:3]3=[CH:4][C:5]4[O:9][CH2:8][O:7][C:6]=4[CH:10]=[C:2]3[O:28][CH2:27]2)[C:19]2[C:14](=[CH:15][CH:16]=[CH:17][CH:18]=2)[N:13]1[CH2:20][C:21]([O:23][CH2:24][CH3:25])=[O:22]. The yield is 0.900. (10) The reactants are [CH3:1][NH:2][C@H:3]([C:15]([NH:17][C@H:18]([C:23]([N:25]([C@@H:27]([CH:36]([CH3:38])[CH3:37])/[CH:28]=[C:29](\[CH3:35])/[C:30]([O:32]CC)=[O:31])[CH3:26])=[O:24])[C:19]([CH3:22])([CH3:21])[CH3:20])=[O:16])[C:4]([CH3:14])([CH3:13])[C:5]1[CH:10]=[CH:9][C:8]([CH3:11])=[C:7]([CH3:12])[CH:6]=1.[OH-].[Li+]. The catalyst is O.CO. The product is [CH3:1][NH:2][C@H:3]([C:15]([NH:17][C@H:18]([C:23]([N:25]([C@@H:27]([CH:36]([CH3:38])[CH3:37])/[CH:28]=[C:29](/[C:30]([OH:32])=[O:31])\[CH3:35])[CH3:26])=[O:24])[C:19]([CH3:21])([CH3:22])[CH3:20])=[O:16])[C:4]([CH3:14])([CH3:13])[C:5]1[CH:10]=[CH:9][C:8]([CH3:11])=[C:7]([CH3:12])[CH:6]=1. The yield is 0.821.